From a dataset of Reaction yield outcomes from USPTO patents with 853,638 reactions. Predict the reaction yield, written as a fraction of the theoretical maximum amount of product (1.0 means a 100% yield; for example, 0.34 means a 34% yield). (1) The reactants are Br[CH:2]([C:23]1[CH:28]=[CH:27][CH:26]=[CH:25][CH:24]=1)[C:3]([C:5]1[CH:10]=[CH:9][C:8]([C:11]2([NH:15][C:16](=[O:22])[O:17][C:18]([CH3:21])([CH3:20])[CH3:19])[CH2:14][CH2:13][CH2:12]2)=[CH:7][CH:6]=1)=O.[NH2:29][C:30]1[N:31]=[N:32][C:33]([Br:37])=[CH:34][C:35]=1[Br:36].C(N(CC)C(C)C)(C)C. The catalyst is C(O)(C)C. The product is [C:23]1([C:2]2[N:31]3[N:32]=[C:33]([Br:37])[CH:34]=[C:35]([Br:36])[C:30]3=[N:29][C:3]=2[C:5]2[CH:6]=[CH:7][C:8]([C:11]3([NH:15][C:16](=[O:22])[O:17][C:18]([CH3:19])([CH3:21])[CH3:20])[CH2:12][CH2:13][CH2:14]3)=[CH:9][CH:10]=2)[CH:28]=[CH:27][CH:26]=[CH:25][CH:24]=1. The yield is 0.280. (2) The reactants are [H-].[Al+3].[Li+].[H-].[H-].[H-].[C:7]([N:15]1[CH2:28][CH2:27][C:26]2[C:25]3[CH:24]=[C:23]([C:29]4[CH:34]=[CH:33][C:32]([O:35][CH3:36])=[CH:31][CH:30]=4)[CH:22]=[CH:21][C:20]=3[NH:19][C:18]=2[CH2:17][CH2:16]1)(=O)[C:8]1[CH:13]=[CH:12][CH:11]=[CH:10][CH:9]=1. The catalyst is O1CCCC1. The product is [CH2:7]([N:15]1[CH2:28][CH2:27][C:26]2[C:25]3[CH:24]=[C:23]([C:29]4[CH:30]=[CH:31][C:32]([O:35][CH3:36])=[CH:33][CH:34]=4)[CH:22]=[CH:21][C:20]=3[NH:19][C:18]=2[CH2:17][CH2:16]1)[C:8]1[CH:9]=[CH:10][CH:11]=[CH:12][CH:13]=1. The yield is 1.00. (3) The reactants are [C:1]([O:5][C:6]([N:8]1[CH2:13][CH2:12][C:11](=[C:14](Br)[C:15]2[CH:20]=[CH:19][C:18]([C:21](=[O:27])[N:22]([CH2:25][CH3:26])[CH2:23][CH3:24])=[CH:17][CH:16]=2)[CH2:10][CH2:9]1)=[O:7])([CH3:4])([CH3:3])[CH3:2].[NH2:29][C:30]1[CH:35]=[CH:34][CH:33]=[CH:32][C:31]=1B(O)O.C([O-])([O-])=O.[Na+].[Na+]. The catalyst is C1(C)C=CC=CC=1.C(O)C. The product is [CH3:2][C:1]([O:5][C:6]([N:8]1[CH2:13][CH2:12][C:11](=[C:14]([C:31]2[CH:32]=[CH:33][CH:34]=[CH:35][C:30]=2[NH2:29])[C:15]2[CH:20]=[CH:19][C:18]([C:21]([N:22]([CH2:25][CH3:26])[CH2:23][CH3:24])=[O:27])=[CH:17][CH:16]=2)[CH2:10][CH2:9]1)=[O:7])([CH3:4])[CH3:3]. The yield is 1.00.